From a dataset of Full USPTO retrosynthesis dataset with 1.9M reactions from patents (1976-2016). Predict the reactants needed to synthesize the given product. Given the product [CH3:1][C:2]1[CH:3]=[C:4]([C:9]2[CH:10]=[N:11][C:12]([NH:15][C:16]([C:18]3[CH:23]=[C:22]([N:24]4[CH2:25][CH2:26][CH2:27][CH2:28][CH2:29]4)[CH:21]=[CH:20][C:19]=3[NH:30][C:31]([C:33]3[CH:34]=[C:35]([CH:47]=[CH:48][CH:49]=3)[CH2:36][S:37][CH2:38][CH2:39][C:40]([OH:42])=[O:41])=[O:32])=[O:17])=[N:13][CH:14]=2)[CH:5]=[CH:6][C:7]=1[CH3:8], predict the reactants needed to synthesize it. The reactants are: [CH3:1][C:2]1[CH:3]=[C:4]([C:9]2[CH:10]=[N:11][C:12]([NH:15][C:16]([C:18]3[CH:23]=[C:22]([N:24]4[CH2:29][CH2:28][CH2:27][CH2:26][CH2:25]4)[CH:21]=[CH:20][C:19]=3[NH:30][C:31]([C:33]3[CH:34]=[C:35]([CH:47]=[CH:48][CH:49]=3)[CH2:36][S:37][CH2:38][CH2:39][C:40]([O:42]C(C)(C)C)=[O:41])=[O:32])=[O:17])=[N:13][CH:14]=2)[CH:5]=[CH:6][C:7]=1[CH3:8].FC(F)(F)C(O)=O.